From a dataset of Full USPTO retrosynthesis dataset with 1.9M reactions from patents (1976-2016). Predict the reactants needed to synthesize the given product. (1) Given the product [C:12]([C:9]1[CH:10]=[CH:11][C:3]([O:2][CH3:1])=[C:4]([CH:8]=1)[C:5]([NH:36][CH2:35][C:34]1[CH:33]=[CH:32][C:31]([C:30]([F:29])([F:39])[F:40])=[CH:38][CH:37]=1)=[O:7])(=[O:14])[CH3:13], predict the reactants needed to synthesize it. The reactants are: [CH3:1][O:2][C:3]1[CH:11]=[CH:10][C:9]([C:12](=[O:14])[CH3:13])=[CH:8][C:4]=1[C:5]([OH:7])=O.C1C=CC2N(O)N=NC=2C=1.C(Cl)CCl.[F:29][C:30]([F:40])([F:39])[C:31]1[CH:38]=[CH:37][C:34]([CH2:35][NH2:36])=[CH:33][CH:32]=1. (2) Given the product [F:1][C:2]([F:21])([C:14]1[CH:19]=[CH:18][C:17]([F:20])=[CH:16][CH:15]=1)[C:3]1[N:13]=[C:11]([OH:12])[C:10]2[CH:9]=[CH:8][S:7][C:6]=2[N:5]=1, predict the reactants needed to synthesize it. The reactants are: [F:1][C:2]([F:21])([C:14]1[CH:19]=[CH:18][C:17]([F:20])=[CH:16][CH:15]=1)[C:3]([NH:5][C:6]1[S:7][CH:8]=[CH:9][C:10]=1[C:11]([NH2:13])=[O:12])=O.C[Si](Cl)(C)C. (3) Given the product [CH3:15][N:3]1[C:7]2[CH:8]=[CH:9][CH:10]=[CH:11][C:6]=2[N:5]=[C:4]1[CH2:12][C:13]#[N:14], predict the reactants needed to synthesize it. The reactants are: CI.[NH:3]1[C:7]2[CH:8]=[CH:9][CH:10]=[CH:11][C:6]=2[N:5]=[C:4]1[CH2:12][C:13]#[N:14].[C:15](=O)([O-])[O-].[K+].[K+].O.